Dataset: Reaction yield outcomes from USPTO patents with 853,638 reactions. Task: Predict the reaction yield, written as a fraction of the theoretical maximum amount of product (1.0 means a 100% yield; for example, 0.34 means a 34% yield). The reactants are [Br:1][C:2]1[CH:3]=[N:4][C:5]([CH2:8][CH2:9][NH2:10])=[N:6][CH:7]=1.C(N(CC)CC)C.[F:18][C:19]([F:30])([F:29])[C:20]1[CH:28]=[CH:27][CH:26]=[CH:25][C:21]=1[C:22](Cl)=[O:23]. The catalyst is C1COCC1. The product is [Br:1][C:2]1[CH:3]=[N:4][C:5]([CH2:8][CH2:9][NH:10][C:22](=[O:23])[C:21]2[CH:25]=[CH:26][CH:27]=[CH:28][C:20]=2[C:19]([F:18])([F:29])[F:30])=[N:6][CH:7]=1. The yield is 0.320.